Predict the product of the given reaction. From a dataset of Forward reaction prediction with 1.9M reactions from USPTO patents (1976-2016). Given the reactants [C:1]([O:5][C:6](=[O:11])[NH:7][CH2:8][CH2:9][OH:10])([CH3:4])([CH3:3])[CH3:2].C1(P(C2C=CC=CC=2)C2C=CC=CC=2)C=CC=CC=1.O[N:32]1[C:36](=[O:37])[C:35]2=[CH:38][CH:39]=[CH:40][CH:41]=[C:34]2[C:33]1=[O:42].N(C(OCC)=O)=NC(OCC)=O, predict the reaction product. The product is: [C:1]([O:5][C:6](=[O:11])[NH:7][CH2:8][CH2:9][O:10][N:32]1[C:36](=[O:37])[C:35]2[C:34](=[CH:41][CH:40]=[CH:39][CH:38]=2)[C:33]1=[O:42])([CH3:4])([CH3:2])[CH3:3].